This data is from Reaction yield outcomes from USPTO patents with 853,638 reactions. The task is: Predict the reaction yield, written as a fraction of the theoretical maximum amount of product (1.0 means a 100% yield; for example, 0.34 means a 34% yield). (1) The reactants are [NH:1]1[C:5]2[CH:6]=[CH:7][C:8]([C:10]([OH:12])=O)=[CH:9][C:4]=2[N:3]=[CH:2]1.[C:13]1([C:19]2[CH:32]=[CH:31][C:22]3[C@H:23]4[C@H:28]([CH2:29][CH2:30][C:21]=3[CH:20]=2)[NH:27][CH2:26][CH2:25][CH2:24]4)[CH:18]=[CH:17][CH:16]=[CH:15][CH:14]=1. The catalyst is C(Cl)Cl.CO. The product is [NH:1]1[C:5]2[CH:6]=[CH:7][C:8]([C:10]([N:27]3[C@@H:28]4[C@H:23]([C:22]5[CH:31]=[CH:32][C:19]([C:13]6[CH:18]=[CH:17][CH:16]=[CH:15][CH:14]=6)=[CH:20][C:21]=5[CH2:30][CH2:29]4)[CH2:24][CH2:25][CH2:26]3)=[O:12])=[CH:9][C:4]=2[N:3]=[CH:2]1. The yield is 0.190. (2) The reactants are [Cl:1][C:2]1[N:7]=[CH:6][C:5]([CH:8]=[O:9])=[CH:4][CH:3]=1.[F:10][C:11]([Si](C)(C)C)([F:13])[F:12].[F-].C([N+](CCCC)(CCCC)CCCC)CCC. The catalyst is O1CCCC1. The product is [Cl:1][C:2]1[CH:3]=[CH:4][C:5]([CH:8]([OH:9])[C:11]([F:13])([F:12])[F:10])=[CH:6][N:7]=1. The yield is 0.990. (3) The yield is 1.00. The catalyst is CC(C)=O. The product is [Br:1][C:2]1[CH:7]=[CH:6][C:5]([O:8][CH2:19][C:20]([O:22][CH3:23])=[O:21])=[C:4]([N+:9]([O-:11])=[O:10])[CH:3]=1. The reactants are [Br:1][C:2]1[CH:7]=[CH:6][C:5]([OH:8])=[C:4]([N+:9]([O-:11])=[O:10])[CH:3]=1.C(=O)([O-])[O-].[K+].[K+].Br[CH2:19][C:20]([O:22][CH3:23])=[O:21].